From a dataset of Catalyst prediction with 721,799 reactions and 888 catalyst types from USPTO. Predict which catalyst facilitates the given reaction. (1) Reactant: Cl[C:2]1[S:3][C:4]2[CH:10]=[C:9]([O:11][CH2:12][CH3:13])[CH:8]=[CH:7][C:5]=2[N:6]=1.[NH:14]1[CH2:19][CH2:18][NH:17][CH2:16][CH2:15]1.C(N(CC)CC)C. Product: [CH2:12]([O:11][C:9]1[CH:8]=[CH:7][C:5]2[N:6]=[C:2]([N:14]3[CH2:19][CH2:18][NH:17][CH2:16][CH2:15]3)[S:3][C:4]=2[CH:10]=1)[CH3:13]. The catalyst class is: 7. (2) Reactant: [S:1]1[C:5]([C:6](=[O:10])[CH:7](Br)[Br:8])=[CH:4][C:3]2[CH:11]=[CH:12][C:13]3[C:18]([C:2]1=2)=[CH:17][CH:16]=[C:15]([C:19](=[O:23])[CH:20](Br)[Br:21])[CH:14]=3.P([O-])(OCC)OCC.C(N(CC)CC)C. Product: [S:1]1[C:5]([C:6](=[O:10])[CH2:7][Br:8])=[CH:4][C:3]2[CH:11]=[CH:12][C:13]3[C:18]([C:2]1=2)=[CH:17][CH:16]=[C:15]([C:19](=[O:23])[CH2:20][Br:21])[CH:14]=3. The catalyst class is: 1.